This data is from Full USPTO retrosynthesis dataset with 1.9M reactions from patents (1976-2016). The task is: Predict the reactants needed to synthesize the given product. (1) Given the product [Cl:23][C:20]1[CH:21]=[CH:22][C:17]([C:8]2[C:9]3[S:13][CH:12]=[N:11][C:10]=3[CH:14]=[C:15]([CH3:16])[C:7]=2[CH:26]=[CH2:27])=[CH:18][CH:19]=1, predict the reactants needed to synthesize it. The reactants are: FC(F)(F)S(O[C:7]1[C:15]([CH3:16])=[CH:14][C:10]2[N:11]=[CH:12][S:13][C:9]=2[C:8]=1[C:17]1[CH:22]=[CH:21][C:20]([Cl:23])=[CH:19][CH:18]=1)(=O)=O.[CH2:26](C([Sn])=C(CCCC)CCCC)[CH2:27]CC.[Li+].[Cl-].C(OCC)(=O)C. (2) Given the product [OH:12][C:10]1[C:20]2[C:19](=[CH:18][C:17]([O:16][CH3:15])=[CH:22][CH:21]=2)[N:23]=[C:1]([C:2]2[CH:3]=[CH:4][CH:5]=[CH:6][CH:7]=2)[CH:9]=1, predict the reactants needed to synthesize it. The reactants are: [C:1]([CH2:9][C:10]([O:12]CC)=O)(=O)[C:2]1[CH:7]=[CH:6][CH:5]=[CH:4][CH:3]=1.[CH3:15][O:16][C:17]1[CH:22]=[CH:21][CH:20]=[C:19]([NH2:23])[CH:18]=1.Cl.O1CCOCC1.C(O)[C@H](O)[C@H]1OC(=O)C(O)=C1O. (3) The reactants are: [C:1]1([C:10]2[C:5](=[CH:6][CH:7]=[CH:8][CH:9]=2)[CH2:4][O:3]1)=[O:2].[Li+:11].C[Si]([N-][Si](C)(C)C)(C)C.C1[CH2:25][O:24]CC1.C1C[O:29]CC1. Given the product [O:2]=[C:1]1[C:10]2[CH:9]=[CH:8][CH:7]=[CH:6][C:5]=2[CH:4]([C:25]([O-:24])=[O:29])[O:3]1.[Li+:11], predict the reactants needed to synthesize it. (4) Given the product [F:22][CH:21]([F:23])[CH2:20][NH:13][C@H:11]([CH3:12])[CH2:10][C:3]1[C:4]2[C:9](=[CH:8][CH:7]=[CH:6][CH:5]=2)[NH:1][CH:2]=1, predict the reactants needed to synthesize it. The reactants are: [NH:1]1[C:9]2[C:4](=[CH:5][CH:6]=[CH:7][CH:8]=2)[C:3]([CH2:10][C@H:11]([NH2:13])[CH3:12])=[CH:2]1.FC(F)(F)S(O[CH2:20][CH:21]([F:23])[F:22])(=O)=O.C(NC(C)C)(C)C. (5) Given the product [CH3:1][O:2][C:3](=[O:12])[CH:4]([C:5]1[CH:10]=[CH:9][C:8]([Br:11])=[CH:7][CH:6]=1)[CH:14]([CH3:15])[CH3:13], predict the reactants needed to synthesize it. The reactants are: [CH3:1][O:2][C:3](=[O:12])[CH2:4][C:5]1[CH:10]=[CH:9][C:8]([Br:11])=[CH:7][CH:6]=1.[CH3:13][C:14](C)([O-])[CH3:15].[K+].C(Br)(C)C. (6) Given the product [C:1]([C:3]1[CH:11]=[C:10]2[C:6]([C:7]([C@@H:22]3[CH2:24][C@H:23]3[CH:25]=[O:26])=[CH:8][N:9]2[S:12]([C:15]2[CH:20]=[CH:19][C:18]([CH3:21])=[CH:17][CH:16]=2)(=[O:14])=[O:13])=[CH:5][CH:4]=1)#[N:2], predict the reactants needed to synthesize it. The reactants are: [C:1]([C:3]1[CH:11]=[C:10]2[C:6]([C:7]([C@@H:22]3[CH2:24][C@H:23]3[C:25](N(OC)C)=[O:26])=[CH:8][N:9]2[S:12]([C:15]2[CH:20]=[CH:19][C:18]([CH3:21])=[CH:17][CH:16]=2)(=[O:14])=[O:13])=[CH:5][CH:4]=1)#[N:2].C(C1C=C2C(=CC=1)N(S(C1C=CC(C)=CC=1)(=O)=O)C=C2[C@@H]1C[C@H]1C=O)#N. (7) Given the product [NH2:11][C:8]1[CH:9]=[C:10]2[C:5](=[CH:6][C:7]=1[CH2:14][O:15][C:16](=[O:18])[CH3:17])[N:4]([C:19]([C:20]1[CH:25]=[CH:24][CH:23]=[CH:22][CH:21]=1)([C:26]1[CH:27]=[CH:28][CH:29]=[CH:30][CH:31]=1)[C:32]1[CH:37]=[CH:36][CH:35]=[CH:34][CH:33]=1)[N:3]=[C:2]2[Br:1], predict the reactants needed to synthesize it. The reactants are: [Br:1][C:2]1[C:10]2[C:5](=[CH:6][C:7]([CH2:14][O:15][C:16](=[O:18])[CH3:17])=[C:8]([N+:11]([O-])=O)[CH:9]=2)[N:4]([C:19]([C:32]2[CH:37]=[CH:36][CH:35]=[CH:34][CH:33]=2)([C:26]2[CH:31]=[CH:30][CH:29]=[CH:28][CH:27]=2)[C:20]2[CH:25]=[CH:24][CH:23]=[CH:22][CH:21]=2)[N:3]=1. (8) Given the product [CH2:1]([C:3]1[CH:8]=[CH:7][C:6]([CH:9]2[CH2:10][CH:11]([C:23]3[O:25][N:29]=[C:28]([C:30]4[CH:35]=[N:34][CH:33]=[CH:32][N:31]=4)[N:27]=3)[CH2:12][N:13]([C:15]([N:17]3[CH2:18][CH2:19][O:20][CH2:21][CH2:22]3)=[O:16])[CH2:14]2)=[CH:5][CH:4]=1)[CH3:2], predict the reactants needed to synthesize it. The reactants are: [CH2:1]([C:3]1[CH:8]=[CH:7][C:6]([CH:9]2[CH2:14][N:13]([C:15]([N:17]3[CH2:22][CH2:21][O:20][CH2:19][CH2:18]3)=[O:16])[CH2:12][CH:11]([C:23]([OH:25])=O)[CH2:10]2)=[CH:5][CH:4]=1)[CH3:2].O[N:27]=[C:28]([C:30]1[CH:35]=[N:34][CH:33]=[CH:32][N:31]=1)[NH2:29]. (9) Given the product [Cl:17][C:18]1[CH:19]=[C:20]([C:24]2[C:26]3[C:31](=[CH:30][CH:29]=[N:28][CH:27]=3)[N:32]([CH3:33])[C:9](=[O:11])[CH:10]=2)[CH:21]=[CH:22][CH:23]=1, predict the reactants needed to synthesize it. The reactants are: [Li+].CC([N-]C(C)C)C.[C:9](OC(C)(C)C)(=[O:11])[CH3:10].[Cl:17][C:18]1[CH:19]=[C:20]([C:24]([C:26]2[CH:27]=[N:28][CH:29]=[CH:30][C:31]=2[NH:32][CH3:33])=O)[CH:21]=[CH:22][CH:23]=1. (10) Given the product [CH:30]1([C:33]([NH:1][C:2]2[CH:3]=[CH:4][CH:5]=[C:6]3[C:10]=2[C:9](=[O:11])[N:8]([C@@H:12]([C:19]2[CH:24]=[CH:23][C:22]([O:25][CH3:26])=[C:21]([O:27][CH2:28][CH3:29])[CH:20]=2)[CH2:13][C:14]([N:16]([CH3:18])[CH3:17])=[O:15])[CH2:7]3)=[O:34])[CH2:32][CH2:31]1, predict the reactants needed to synthesize it. The reactants are: [NH2:1][C:2]1[CH:3]=[CH:4][CH:5]=[C:6]2[C:10]=1[C:9](=[O:11])[N:8]([C@@H:12]([C:19]1[CH:24]=[CH:23][C:22]([O:25][CH3:26])=[C:21]([O:27][CH2:28][CH3:29])[CH:20]=1)[CH2:13][C:14]([N:16]([CH3:18])[CH3:17])=[O:15])[CH2:7]2.[CH:30]1([C:33](Cl)=[O:34])[CH2:32][CH2:31]1.C(=O)([O-])O.[Na+].C(OCC)(=O)C.